Dataset: Experimentally validated miRNA-target interactions with 360,000+ pairs, plus equal number of negative samples. Task: Binary Classification. Given a miRNA mature sequence and a target amino acid sequence, predict their likelihood of interaction. (1) The miRNA is hsa-let-7b-5p with sequence UGAGGUAGUAGGUUGUGUGGUU. The protein sequence of the target gene is MSGDKLLSELGYKLGRTIGEGSYSKVKVATSKKYKGTVAIKVVDRRRAPPDFVNKFLPRELSILRGVRHPHIVHVFEFIEVCNGKLYIVMEAAATDLLQAVQRNGRIPGVQARDLFAQIAGAVRYLHDHHLVHRDLKCENVLLSPDERRVKLTDFGFGRQAHGYPDLSTTYCGSAAYASPEVLLGIPYDPKKYDVWSMGVVLYVMVTGCMPFDDSDIAGLPRRQKRGVLYPEGLELSERCKALIAELLQFSPSARPSAGQVARNCWLRAGDSG. Result: 0 (no interaction). (2) The protein sequence of the target gene is MSGQQERAERQREELSASASPPSRFVLGLDVGSTVIRCHVYDQTARVRGSSAQKVENVYPQPGWVEIDPDSLWAQFVAVIKDAVKAAGVQMNQIVGLGISTQRATFITWNKKTGHHFHNFISWQDLRAAELVKSWNNSLIMKLLHGATRVLHFFSRSKVMLTVSRFNFSTQHATLRLTWILQNLSEVKRAVEEDNCCFGTIDTWLLYKLTKGSSYATDYSNASTTGFFDPYAMRWSRLITTMVSIPLSILPPVKDTSYNFGSVDEKIFGVPIPVVALVGDQQSAMFGECCFETGDVKLTM.... The miRNA is hsa-miR-4764-3p with sequence UUAACUCCUUUCACACCCAUGG. Result: 0 (no interaction). (3) The miRNA is mmu-miR-129b-5p with sequence GCUUUUUGGGGUAAGGGCUUCC. Result: 0 (no interaction). The protein sequence of the target gene is MCMVIFAPLFAIFAFATCGGYSGGLRLSVDCVNKTESNLSIDIAFAYPFRLHQVTFEVPTCEGKERQKLALIGDSSSSAEFFVTVAVFAFLYSLAATVVYIFFQNKYRENNRGPLIDFIVTVVFSFLWLVGSSAWAKGLSDVKVATDPKEVLLLMSACKQPSNKCMAIHSPVMSSLNTSVVFGFLNFILWAGNIWFVFKETGWHSSGQRYLSDPMEKHSSSYNQGGYNQDSYGSSSGYSQQASLGPTSDEFGQQPTGPTSFTNQI. (4) The miRNA is hsa-miR-4728-5p with sequence UGGGAGGGGAGAGGCAGCAAGCA. The protein sequence of the target gene is MECKIEGKEKYQHSLNLLNKIQNMKELAEMIDVVLTAEGEKFPCHRLVLAAFSPYFKAMFTCGLLECNQREVILYDITAESVSVLLNYMYNAALEINNANVQTVAMAAYFMQMEEVFSVCQKYMMDHMDASNCLGIYYFAKQIGAEDLSDRSKKYLYQHFAEVSLHEEILEIEVHQFLTLIKSDDLNISREESILDLVLRWVNHNKELRTVHLVELLKQVRLELVNPSFLRQALRRNTMLLCDADCVDIIQNAFKAIKTPQQHSLNLRYGMETTSLLLCIGNNSSGIRSRHRSYGDASFC.... Result: 1 (interaction). (5) The miRNA is hsa-miR-619-5p with sequence GCUGGGAUUACAGGCAUGAGCC. The protein sequence of the target gene is MSKPPDLLLRLLRGAPRQRVCTLFIIGFKFTFFVSIMIYWHVVGEPKEKGQLYNLPAEIPCPTLTPPTPPSHGPTPGNIFFLETSDRTNPNFLFMCSVESAARTHPESHVLVLMKGLPGGNASLPRHLGISLLSCFPNVQMLPLDLRELFRDTPLADWYAAVQGRWEPYLLPVLSDASRIALMWKFGGIYLDTDFIVLKNLRNLTNVLGTQSRYVLNGAFLAFERRHEFMALCMRDFVDHYNGWIWGHQGPQLLTRVFKKWCSIRSLAESRACRGVTTLPPEAFYPIPWQDWKKYFEDIN.... Result: 1 (interaction). (6) The miRNA is hsa-miR-4774-3p with sequence AUUGCCUAACAUGUGCCAGAA. The protein sequence of the target gene is MRLFVSRRVKRWKIFHFFVTCFILSFMVFWSPINNYIMSHMKSYSYRYLVNSYGFVNNSLSLKHSSVQPHYPYLINHREKCQAQDVLLLLFIKTAPENYGRRSAIRKTWGNENYVQSQLNANIKILFALGTPGPLKGKELQKRLIGEDQVYKDIIQQDFIDSFHNLTSKFLLQFSWANTFCPHAKFLMTADDDIFIHMPNLIEYLQGLEQIGVRDFWIGHVHRGGPPVRDKSSKYYVPYEMYKWPAYPDYTAGAAYVVSRDVAAKIYEASQTLNSSMYIDDVFMGLCANKVGILPQDHVF.... Result: 0 (no interaction). (7) The miRNA is mmu-miR-742-3p with sequence GAAAGCCACCAUGCUGGGUAAA. The protein sequence of the target gene is MREYKVVVLGSGGVGKSALTVQFVTGTFIEKYDPTIEDFYRKEIEVDSSPSVLEILDTAGTEQFASMRDLYIKNGQGFILVYSLVNQQSFQDIKPMRDQIIRVKRYEKVPVILVGNKVDLESEREVSSNEGRALAEEWGCPFMETSAKSKTMVDELFAEIVRQMNYAAQPDKDDPCCSACNIQ. Result: 1 (interaction).